The task is: Predict the reaction yield, written as a fraction of the theoretical maximum amount of product (1.0 means a 100% yield; for example, 0.34 means a 34% yield).. This data is from Reaction yield outcomes from USPTO patents with 853,638 reactions. (1) The reactants are [F:1][C:2]1[CH:10]=[CH:9][CH:8]=[CH:7][C:3]=1[C:4]([OH:6])=[O:5].[Cl:11][S:12](O)(=[O:14])=[O:13]. No catalyst specified. The product is [Cl:11][S:12]([C:8]1[CH:9]=[CH:10][C:2]([F:1])=[C:3]([CH:7]=1)[C:4]([OH:6])=[O:5])(=[O:14])=[O:13]. The yield is 0.781. (2) The reactants are [ClH:1].[CH2:2]([NH:6][CH2:7][C@@H:8]([C@H:10]([C@@H:12]([C@@H:14]([CH2:16][OH:17])[OH:15])[OH:13])[OH:11])[OH:9])[CH2:3][CH2:4][CH3:5].[OH-].[Na+]. The catalyst is O. The product is [ClH:1].[CH2:2]([NH:6][CH2:7][C@@H:8]1[O:9][C@:14]([OH:15])([CH2:16][OH:17])[C@@H:12]([OH:13])[C@@H:10]1[OH:11])[CH2:3][CH2:4][CH3:5]. The yield is 0.800. (3) The reactants are COC[O:4][CH2:5][CH2:6][CH2:7][C:8]1[C:9]([CH:13]([CH3:15])[CH3:14])=[N:10][NH:11][CH:12]=1.Cl[C:17]1[CH:22]=[CH:21][C:20]([CH3:23])=[CH:19][N:18]=1.[H-].[Na+].[H][H]. The catalyst is O.CN(C)C=O. The product is [CH3:14][CH:13]([C:9]1[C:8]([CH2:7][CH2:6][CH2:5][OH:4])=[CH:12][N:11]([C:17]2[CH:22]=[CH:21][C:20]([CH3:23])=[CH:19][N:18]=2)[N:10]=1)[CH3:15]. The yield is 0.430. (4) The reactants are [N:1]1([CH2:7][CH2:8][NH2:9])[CH2:6][CH2:5][O:4][CH2:3][CH2:2]1.Cl[C:11]1[N:16]=[CH:15][C:14]2[C:17](=[C:22]3[C:30]4[C:25](=[CH:26][CH:27]=[C:28]([F:31])[CH:29]=4)[NH:24][C:23]3=[O:32])[O:18][CH:19]([CH2:20][CH3:21])[C:13]=2[CH:12]=1.O. The catalyst is O1CCOCC1. The product is [CH2:20]([CH:19]1[C:13]2[CH:12]=[C:11]([NH:9][CH2:8][CH2:7][N:1]3[CH2:6][CH2:5][O:4][CH2:3][CH2:2]3)[N:16]=[CH:15][C:14]=2[C:17](=[C:22]2[C:30]3[C:25](=[CH:26][CH:27]=[C:28]([F:31])[CH:29]=3)[NH:24][C:23]2=[O:32])[O:18]1)[CH3:21]. The yield is 0.140. (5) The reactants are Br[CH2:2][C:3]1[CH:4]=[C:5]2[C:10](=[CH:11][CH:12]=1)[O:9][C:8]([C:13]1[CH:18]=[CH:17][C:16]([OH:19])=[CH:15][CH:14]=1)=[CH:7][C:6]2=[O:20].C([O-])(=[O:23])C.[K+].C([O-])([O-])=O.[K+].[K+].Cl. The catalyst is O1CCOCC1.CN(C=O)C.O.CO.C1COCC1. The product is [OH:23][CH2:2][C:3]1[CH:4]=[C:5]2[C:10](=[CH:11][CH:12]=1)[O:9][C:8]([C:13]1[CH:18]=[CH:17][C:16]([OH:19])=[CH:15][CH:14]=1)=[CH:7][C:6]2=[O:20]. The yield is 0.420.